This data is from Forward reaction prediction with 1.9M reactions from USPTO patents (1976-2016). The task is: Predict the product of the given reaction. (1) Given the reactants C[O:2][C:3](=[O:21])[C:4]1[CH:9]=[CH:8][C:7]([CH:10]([OH:20])[CH2:11][NH:12][C:13]([O:15][C:16]([CH3:19])([CH3:18])[CH3:17])=[O:14])=[N:6][CH:5]=1, predict the reaction product. The product is: [C:16]([O:15][C:13]([NH:12][CH2:11][CH:10]([C:7]1[CH:8]=[CH:9][C:4]([C:3]([OH:21])=[O:2])=[CH:5][N:6]=1)[OH:20])=[O:14])([CH3:19])([CH3:17])[CH3:18]. (2) The product is: [CH3:52][O:53][C:54](=[O:58])[CH2:55][CH2:56][NH:57][C:3]([C:5]1[C:6]([OH:34])=[C:7]2[C:12](=[C:13]([C:15]3[S:16][CH:17]=[CH:18][N:19]=3)[N:14]=1)[N:11]([CH2:20][C:21]1[CH:26]=[CH:25][CH:24]=[CH:23][CH:22]=1)[C:10](=[O:27])[C:9]([C:28]1[CH:29]=[CH:30][CH:31]=[CH:32][CH:33]=1)=[CH:8]2)=[O:2]. Given the reactants C[O:2][C:3]([C:5]1[C:6]([OH:34])=[C:7]2[C:12](=[C:13]([C:15]3[S:16][CH:17]=[CH:18][N:19]=3)[N:14]=1)[N:11]([CH2:20][C:21]1[CH:26]=[CH:25][CH:24]=[CH:23][CH:22]=1)[C:10](=[O:27])[C:9]([C:28]1[CH:33]=[CH:32][CH:31]=[CH:30][CH:29]=1)=[CH:8]2)=O.[OH-].[Na+].C1C=CC2N(O)N=NC=2C=1.C(Cl)CCl.Cl.[CH3:52][O:53][C:54](=[O:58])[CH2:55][CH2:56][NH2:57].CCN(C(C)C)C(C)C, predict the reaction product.